This data is from Full USPTO retrosynthesis dataset with 1.9M reactions from patents (1976-2016). The task is: Predict the reactants needed to synthesize the given product. (1) Given the product [CH2:20]([O:19][C:17](=[O:18])[C@@H:5]([OH:4])[CH2:6][CH2:7][C:8]1[C:9]([OH:11])=[N:34][C:33]([NH:32][CH:29]2[CH2:30][CH2:31][O:26][CH2:27][CH2:28]2)=[N:35][C:13]=1[OH:15])[CH3:21], predict the reactants needed to synthesize it. The reactants are: C([Si](CC)(CC)[O:4][C@H:5]([C:17]([O:19][CH2:20][CH3:21])=[O:18])[CH2:6][CH2:7][CH:8]([C:13]([O:15]C)=O)[C:9]([O:11]C)=O)C.[O:26]1[CH2:31][CH2:30][CH:29]([NH:32][C:33]([NH2:35])=[NH:34])[CH2:28][CH2:27]1.CC[O-].[Na+].Cl.O1CCOCC1. (2) Given the product [CH:1]1([NH:4][C:5](=[O:32])[C:6]2[CH:11]=[CH:10][C:9]([C:12]3[N:16]4[C:17]([F:34])=[C:18]([C:26]5[CH:31]=[CH:30][CH:29]=[CH:28][CH:27]=5)[N:19]=[C:20]([NH:21][CH2:22][CH:23]([CH3:25])[CH3:24])[C:15]4=[N:14][CH:13]=3)=[CH:8][CH:7]=2)[CH2:3][CH2:2]1, predict the reactants needed to synthesize it. The reactants are: [CH:1]1([NH:4][C:5](=[O:32])[C:6]2[CH:11]=[CH:10][C:9]([C:12]3[N:16]4[CH:17]=[C:18]([C:26]5[CH:31]=[CH:30][CH:29]=[CH:28][CH:27]=5)[N:19]=[C:20]([NH:21][CH2:22][CH:23]([CH3:25])[CH3:24])[C:15]4=[N:14][CH:13]=3)=[CH:8][CH:7]=2)[CH2:3][CH2:2]1.[B-](F)(F)(F)[F:34].[B-](F)(F)(F)F.C1[N+]2(CCl)CC[N+](F)(CC2)C1. (3) Given the product [CH3:28][N:2]([CH3:1])[C:3]([C:5]1[N:22]([CH:23]2[CH2:27][CH2:26][CH2:25][CH2:24]2)[C:8]2[N:9]=[C:10]([NH:13][C:14]3[CH:19]=[CH:18][C:17]([CH2:20][N:29]4[CH2:34][CH2:33][CH:32]([OH:35])[CH2:31][CH2:30]4)=[CH:16][N:15]=3)[N:11]=[CH:12][C:7]=2[CH:6]=1)=[O:4], predict the reactants needed to synthesize it. The reactants are: [CH3:1][N:2]([CH3:28])[C:3]([C:5]1[N:22]([CH:23]2[CH2:27][CH2:26][CH2:25][CH2:24]2)[C:8]2[N:9]=[C:10]([NH:13][C:14]3[CH:19]=[CH:18][C:17]([CH:20]=O)=[CH:16][N:15]=3)[N:11]=[CH:12][C:7]=2[CH:6]=1)=[O:4].[NH:29]1[CH2:34][CH2:33][CH:32]([OH:35])[CH2:31][CH2:30]1. (4) Given the product [Cl:12][C:13]1[N:14]=[CH:15][N:16]=[C:17]([NH:2][C@@H:3]2[CH2:7][C@H:6]([CH2:8][OH:9])[C@@H:5]([OH:10])[C@H:4]2[OH:11])[CH:18]=1, predict the reactants needed to synthesize it. The reactants are: Cl.[NH2:2][C@@H:3]1[CH2:7][C@H:6]([CH2:8][OH:9])[C@@H:5]([OH:10])[C@H:4]1[OH:11].[Cl:12][C:13]1[CH:18]=[C:17](Cl)[N:16]=[CH:15][N:14]=1.CCN(CC)CC. (5) Given the product [OH:18][CH2:17][CH2:16][N:15]([CH3:14])[CH2:19][C@@H:20]([N:27]([CH3:28])[C:10](=[O:12])[CH2:9][C:8]([NH:7][C:1]1[CH:2]=[CH:3][CH:4]=[CH:5][CH:6]=1)=[O:13])[C:21]1[CH:26]=[CH:25][CH:24]=[CH:23][CH:22]=1, predict the reactants needed to synthesize it. The reactants are: [C:1]1([NH:7][C:8](=[O:13])[CH2:9][C:10]([OH:12])=O)[CH:6]=[CH:5][CH:4]=[CH:3][CH:2]=1.[CH3:14][N:15]([CH2:19][C@@H:20]([NH:27][CH3:28])[C:21]1[CH:26]=[CH:25][CH:24]=[CH:23][CH:22]=1)[CH2:16][CH2:17][OH:18]. (6) Given the product [OH:1][C:2]1[C:11]([CH:2]([OH:1])[CH2:3][CH3:4])=[C:10]2[C:5]([C:6](=[O:23])[N:7]([C:15]3[CH:16]=[CH:17][C:18]([C:19]#[N:20])=[CH:21][CH:22]=3)[C:8]([CH:12]([CH3:14])[CH3:13])=[N:9]2)=[CH:4][CH:3]=1, predict the reactants needed to synthesize it. The reactants are: [OH:1][C:2]1[CH:11]=[C:10]2[C:5]([C:6](=[O:23])[N:7]([C:15]3[CH:22]=[CH:21][C:18]([C:19]#[N:20])=[CH:17][CH:16]=3)[C:8]([CH:12]([CH3:14])[CH3:13])=[N:9]2)=[CH:4][CH:3]=1.C1N2CN3CN(C2)CN1C3. (7) Given the product [CH2:1]([C:8]1[C:16]2[O:15][CH:14]([CH2:17][NH:18][C:29](=[O:30])[O:31][CH2:32][C:33]3[CH:38]=[CH:37][CH:36]=[CH:35][CH:34]=3)[CH2:13][C:12]=2[CH:11]=[CH:10][CH:9]=1)[C:2]1[CH:3]=[CH:4][CH:5]=[CH:6][CH:7]=1, predict the reactants needed to synthesize it. The reactants are: [CH2:1]([C:8]1[C:16]2[O:15][CH:14]([CH2:17][NH2:18])[CH2:13][C:12]=2[CH:11]=[CH:10][CH:9]=1)[C:2]1[CH:7]=[CH:6][CH:5]=[CH:4][CH:3]=1.C(N(C(C)C)CC)(C)C.Cl[C:29]([O:31][CH2:32][C:33]1[CH:38]=[CH:37][CH:36]=[CH:35][CH:34]=1)=[O:30].C1(C2C3OC(CNC(=O)OCC4C=CC=CC=4)CC=3C=CC=2)CCCC1. (8) Given the product [Br:31][C:32]1[CH:37]=[CH:36][C:35]([F:38])=[CH:34][C:33]=1[CH2:39][O:47][C:23]1([C:24]([O:26][CH2:27][CH3:28])=[O:25])[CH2:22][CH2:21][CH2:20][N:19]2[C:15]([C:5]3[CH:6]=[CH:7][C:8]([C:9]4[O:13][C:12]([CH3:14])=[N:11][CH:10]=4)=[C:3]([O:2][CH3:1])[CH:4]=3)=[N:16][N:17]=[C:18]12, predict the reactants needed to synthesize it. The reactants are: [CH3:1][O:2][C:3]1[CH:4]=[C:5]([C:15]2[N:19]3[CH2:20][CH2:21][CH2:22][CH:23]([C:24]([O:26][CH2:27][CH3:28])=[O:25])[C:18]3=[N:17][N:16]=2)[CH:6]=[CH:7][C:8]=1[C:9]1[O:13][C:12]([CH3:14])=[N:11][CH:10]=1.[H-].[Na+].[Br:31][C:32]1[CH:37]=[CH:36][C:35]([F:38])=[CH:34][C:33]=1[CH2:39]Br.[Cl-].[NH4+].CN(C=[O:47])C. (9) The reactants are: [F:1][C:2]1[CH:3]=[C:4]([S:10]([N:13]2[CH:26]([CH3:27])[C:25]3[C:20](=[CH:21][CH:22]=[CH:23][CH:24]=3)[C:19]3[CH:18]=[CH:17][CH:16]=[CH:15][C:14]2=3)(=[O:12])=[O:11])[CH:5]=[CH:6][C:7]=1[O:8][CH3:9].[Br:28]Br. Given the product [Br:28][C:17]1[CH:16]=[CH:15][C:14]2[N:13]([S:10]([C:4]3[CH:5]=[CH:6][C:7]([O:8][CH3:9])=[C:2]([F:1])[CH:3]=3)(=[O:11])=[O:12])[CH:26]([CH3:27])[C:25]3[C:20](=[CH:21][CH:22]=[CH:23][CH:24]=3)[C:19]=2[CH:18]=1, predict the reactants needed to synthesize it.